Dataset: Full USPTO retrosynthesis dataset with 1.9M reactions from patents (1976-2016). Task: Predict the reactants needed to synthesize the given product. (1) Given the product [CH3:13][O:12][CH2:11][C:10]([C:7]1[CH:6]=[C:5]([NH2:16])[C:4]([NH2:1])=[CH:9][CH:8]=1)([CH3:15])[CH3:14], predict the reactants needed to synthesize it. The reactants are: [N:1]([C:4]1[CH:9]=[CH:8][C:7]([C:10]([CH3:15])([CH3:14])[CH2:11][O:12][CH3:13])=[CH:6][C:5]=1[N+:16]([O-])=O)=[N+]=[N-]. (2) Given the product [C:49]([NH:2][CH2:3][CH2:4][N:5]1[C:10](=[O:11])[N:9]=[C:8]([NH:12][C:13]2[CH:18]=[CH:17][C:16]([O:19][CH:20]([CH3:21])[CH3:22])=[C:15]([F:23])[CH:14]=2)[N:7]([CH2:24][C:25]2[CH:26]=[CH:27][C:28]([Cl:31])=[CH:29][CH:30]=2)[C:6]1=[O:32])(=[O:51])[CH3:50], predict the reactants needed to synthesize it. The reactants are: Cl.[NH2:2][CH2:3][CH2:4][N:5]1[C:10](=[O:11])[N:9]=[C:8]([NH:12][C:13]2[CH:18]=[CH:17][C:16]([O:19][CH:20]([CH3:22])[CH3:21])=[C:15]([F:23])[CH:14]=2)[N:7]([CH2:24][C:25]2[CH:30]=[CH:29][C:28]([Cl:31])=[CH:27][CH:26]=2)[C:6]1=[O:32].C(N(CC)CC)C.CN(C1C=CC=CN=1)C.[C:49](Cl)(=[O:51])[CH3:50]. (3) Given the product [CH2:13]([C@:15]1([OH:31])[C:27]2[CH:26]=[C:25]3[N:21]([CH2:22][C:23]4[C:24]3=[N:1][C:2]3[CH:10]=[C:6]5[CH2:7][CH2:8][O:9][C:5]5=[CH:4][C:3]=3[CH:11]=4)[C:20](=[O:29])[C:19]=2[CH2:18][O:17][C:16]1=[O:30])[CH3:14], predict the reactants needed to synthesize it. The reactants are: [NH2:1][C:2]1[C:3]([CH:11]=O)=[CH:4][C:5]2[O:9][CH2:8][CH2:7][C:6]=2[CH:10]=1.[CH2:13]([C@:15]1([OH:31])[C:27]2[CH:26]=[C:25]3[N:21]([CH2:22][CH2:23][C:24]3=O)[C:20](=[O:29])[C:19]=2[CH2:18][O:17][C:16]1=[O:30])[CH3:14].C1(C)C=CC(S(O)(=O)=O)=CC=1. (4) Given the product [NH2:1][C:2]1[CH:9]=[C:8]([O:10][CH3:11])[CH:7]=[C:6]([O:12][CH3:13])[C:3]=1[C:4]([NH2:5])=[O:16], predict the reactants needed to synthesize it. The reactants are: [NH2:1][C:2]1[CH:9]=[C:8]([O:10][CH3:11])[CH:7]=[C:6]([O:12][CH3:13])[C:3]=1[C:4]#[N:5].CS(O)(=O)=[O:16].ClCCl.Cl. (5) Given the product [Cl:18][C:19]1[CH:24]=[CH:23][C:22]([N:8]2[CH2:7][CH2:6][C:5]3([CH2:1][N:2]([C:11]([O:13][C:14]([CH3:17])([CH3:16])[CH3:15])=[O:12])[CH2:3][CH2:4]3)[CH2:10][CH2:9]2)=[CH:21][CH:20]=1, predict the reactants needed to synthesize it. The reactants are: [CH2:1]1[C:5]2([CH2:10][CH2:9][NH:8][CH2:7][CH2:6]2)[CH2:4][CH2:3][N:2]1[C:11]([O:13][C:14]([CH3:17])([CH3:16])[CH3:15])=[O:12].[Cl:18][C:19]1[CH:24]=[CH:23][C:22](I)=[CH:21][CH:20]=1.C1C=CC(P(C2C(C3C(P(C4C=CC=CC=4)C4C=CC=CC=4)=CC=C4C=3C=CC=C4)=C3C(C=CC=C3)=CC=2)C2C=CC=CC=2)=CC=1. (6) Given the product [ClH:27].[CH3:1][S:2][C:3]1[C:12]2[C:7](=[CH:8][CH:9]=[CH:10][C:11]=2[NH:13][CH:14]2[CH2:19][CH2:18][NH:17][CH2:16][CH2:15]2)[CH:6]=[N:5][CH:4]=1, predict the reactants needed to synthesize it. The reactants are: [CH3:1][S:2][C:3]1[C:12]2[C:7](=[CH:8][CH:9]=[CH:10][C:11]=2[NH:13][CH:14]2[CH2:19][CH2:18][N:17](C(OC(C)(C)C)=O)[CH2:16][CH2:15]2)[CH:6]=[N:5][CH:4]=1.[ClH:27].CO. (7) Given the product [F:1][C:2]1[CH:3]=[CH:4][C:5]([N:8]2[C:16]3[C:11](=[CH:12][C:13]([C:17]([CH3:25])([CH3:24])[C:18]([CH3:23])([CH3:22])[C:19]([NH2:29])=[O:20])=[CH:14][CH:15]=3)[CH:10]=[N:9]2)=[CH:6][CH:7]=1, predict the reactants needed to synthesize it. The reactants are: [F:1][C:2]1[CH:7]=[CH:6][C:5]([N:8]2[C:16]3[C:11](=[CH:12][C:13]([C:17]([CH3:25])([CH3:24])[C:18]([CH3:23])([CH3:22])[C:19](O)=[O:20])=[CH:14][CH:15]=3)[CH:10]=[N:9]2)=[CH:4][CH:3]=1.[Cl-].[NH4+].O[N:29]1C2N=CC=CC=2N=N1.Cl.CN(C)CCCN=C=NCC.C(N(C(C)C)CC)(C)C. (8) Given the product [Br:11][C:3]1[CH:2]=[N:1][N:5]2[CH:6]=[CH:7][C:8]([OH:10])=[N:9][C:4]=12, predict the reactants needed to synthesize it. The reactants are: [N:1]1[N:5]2[CH:6]=[CH:7][C:8]([OH:10])=[N:9][C:4]2=[CH:3][CH:2]=1.[Br:11]N1C(=O)CCC1=O.